This data is from Catalyst prediction with 721,799 reactions and 888 catalyst types from USPTO. The task is: Predict which catalyst facilitates the given reaction. (1) Reactant: CC(C)([O-])C.[K+].[Br:7][C:8]1[CH:13]=[CH:12][NH:11][C:10](=[O:14])[CH:9]=1.C(=O)([O-])[O-].[K+].[K+].CC1C=CC(S(O[CH:32]2[CH2:37][CH2:36][N:35]([C:38]([O:40][C:41]([CH3:44])([CH3:43])[CH3:42])=[O:39])[CH2:34][CH2:33]2)(=O)=O)=CC=1. Product: [Br:7][C:8]1[CH:13]=[CH:12][N:11]([CH:32]2[CH2:37][CH2:36][N:35]([C:38]([O:40][C:41]([CH3:44])([CH3:43])[CH3:42])=[O:39])[CH2:34][CH2:33]2)[C:10](=[O:14])[CH:9]=1. The catalyst class is: 57. (2) Reactant: [F:1]/[C:2](/[CH2:13][O:14][C:15]1[CH:20]=[CH:19][CH:18]=[CH:17][CH:16]=1)=[CH:3]/[CH2:4][NH:5]C(=O)OC(C)(C)C.[ClH:21]. Product: [ClH:21].[F:1]/[C:2](/[CH2:13][O:14][C:15]1[CH:20]=[CH:19][CH:18]=[CH:17][CH:16]=1)=[CH:3]/[CH2:4][NH2:5]. The catalyst class is: 27.